Dataset: Reaction yield outcomes from USPTO patents with 853,638 reactions. Task: Predict the reaction yield, written as a fraction of the theoretical maximum amount of product (1.0 means a 100% yield; for example, 0.34 means a 34% yield). (1) The reactants are [NH:1]1[CH:5]=[CH:4][N:3]=[C:2]1[CH:6]=[O:7].Br.Br[CH2:10][C:11]1[CH:16]=[CH:15][CH:14]=[CH:13][N:12]=1.C(N(CC)C(C)C)(C)C. The catalyst is CN(C=O)C. The product is [N:12]1[CH:13]=[CH:14][CH:15]=[CH:16][C:11]=1[CH2:10][N:1]1[CH:5]=[CH:4][N:3]=[C:2]1[CH:6]=[O:7]. The yield is 0.370. (2) The reactants are Cl[C:2]1[N:7]2[N:8]=[C:9](C)[CH:10]=[C:6]2[N:5]=[C:4]([NH:12][C:13](=[O:24])[C:14]2[CH:19]=[CH:18][C:17]([C:20]([OH:23])([CH3:22])[CH3:21])=[CH:16][CH:15]=2)[CH:3]=1.[NH:25]1[CH2:30][CH2:29][CH:28]([C:31]([OH:34])([CH3:33])[CH3:32])[CH2:27][CH2:26]1. The catalyst is O1CCOCC1.CS(C)=O.CO. The product is [OH:23][C:20]([C:17]1[CH:18]=[CH:19][C:14]([C:13]([NH:12][C:4]2[CH:3]=[C:2]([N:25]3[CH2:30][CH2:29][CH:28]([C:31]([OH:34])([CH3:33])[CH3:32])[CH2:27][CH2:26]3)[N:7]3[N:8]=[CH:9][CH:10]=[C:6]3[N:5]=2)=[O:24])=[CH:15][CH:16]=1)([CH3:22])[CH3:21]. The yield is 0.410. (3) The reactants are IC.[C:3]([O:7][C:8]([NH:10][C@@H:11]([CH2:15][C:16]#[N:17])[C:12]([OH:14])=[O:13])=[O:9])([CH3:6])([CH3:5])[CH3:4].[CH2:18]1CCN2C(=NCCC2)CC1.OS([O-])(=O)=O.[K+]. The catalyst is C1(C)C=CC=CC=1.C(OCC)(=O)C.O. The product is [CH3:18][O:13][C:12](=[O:14])[C@@H:11]([NH:10][C:8]([O:7][C:3]([CH3:6])([CH3:5])[CH3:4])=[O:9])[CH2:15][C:16]#[N:17]. The yield is 0.860. (4) The reactants are C(NC(C)C)(C)C.C([Li])CCC.[CH2:13]([N:19]1[C:27]2[C:22](=[CH:23][CH:24]=[CH:25][CH:26]=2)[CH:21]([C:28]2[C:36]([OH:37])=[CH:35][C:31]3[O:32][CH2:33][O:34][C:30]=3[CH:29]=2)[C:20]1=[O:38])[CH2:14][CH2:15][CH2:16][CH2:17][CH3:18].Br[CH2:40][C:41]([O:43][CH2:44][CH3:45])=[O:42]. The catalyst is C1COCC1. The product is [CH2:13]([N:19]1[C:27]2[C:22](=[CH:23][CH:24]=[CH:25][CH:26]=2)[C:21]([CH2:40][C:41]([O:43][CH2:44][CH3:45])=[O:42])([C:28]2[C:36]([OH:37])=[CH:35][C:31]3[O:32][CH2:33][O:34][C:30]=3[CH:29]=2)[C:20]1=[O:38])[CH2:14][CH2:15][CH2:16][CH2:17][CH3:18]. The yield is 0.0800. (5) The reactants are CCN(CC)CC.[CH3:8][C:9]1[CH:15]=[C:14]([O:16][CH3:17])[CH:13]=[CH:12][C:10]=1[NH2:11].Cl[CH2:19][CH2:20][CH2:21][C:22](Cl)=[O:23].CC([O-])(C)C.[K+]. The catalyst is C1COCC1.O. The product is [CH3:8][C:9]1[CH:15]=[C:14]([O:16][CH3:17])[CH:13]=[CH:12][C:10]=1[N:11]1[CH2:19][CH2:20][CH2:21][C:22]1=[O:23]. The yield is 0.920.